Dataset: Reaction yield outcomes from USPTO patents with 853,638 reactions. Task: Predict the reaction yield, written as a fraction of the theoretical maximum amount of product (1.0 means a 100% yield; for example, 0.34 means a 34% yield). (1) The reactants are [N:1]12[CH2:8][CH2:7][C:4]([C:9]([C:17]3[CH:22]=[CH:21][CH:20]=[CH:19][CH:18]=3)([C:11]3[CH:16]=[CH:15][CH:14]=[CH:13][CH:12]=3)[OH:10])([CH2:5][CH2:6]1)[CH2:3][CH2:2]2.[Br:23][CH2:24][CH2:25][CH2:26][O:27][C:28]1[CH:29]=[C:30]([CH:36]=[CH:37][CH:38]=1)[N:31]([CH2:34][CH3:35])[CH2:32][CH3:33]. The catalyst is CC#N. The product is [Br-:23].[CH2:34]([N:31]([CH2:32][CH3:33])[C:30]1[CH:29]=[C:28]([O:27][CH2:26][CH2:25][CH2:24][N+:1]23[CH2:6][CH2:5][C:4]([C:9]([OH:10])([C:17]4[CH:22]=[CH:21][CH:20]=[CH:19][CH:18]=4)[C:11]4[CH:12]=[CH:13][CH:14]=[CH:15][CH:16]=4)([CH2:3][CH2:2]2)[CH2:7][CH2:8]3)[CH:38]=[CH:37][CH:36]=1)[CH3:35]. The yield is 0.630. (2) The reactants are Br[C:2]1[N:10]=[CH:9][N:8]=[C:7]2[C:3]=1[N:4]=[CH:5][NH:6]2.[NH2:11][CH:12]([C:14]1[CH:15]=[C:16]([Cl:31])[C:17]([CH3:30])=[C:18]([C:27]([NH2:29])=[O:28])[C:19]=1[C:20]1[CH:25]=[CH:24][CH:23]=[C:22]([F:26])[CH:21]=1)[CH3:13].C(N(CC)C(C)C)(C)C. The catalyst is C(O)(C)C. The product is [Cl:31][C:16]1[C:17]([CH3:30])=[C:18]([C:27]([NH2:29])=[O:28])[C:19]([C:20]2[CH:25]=[CH:24][CH:23]=[C:22]([F:26])[CH:21]=2)=[C:14]([CH:12]([NH:11][C:2]2[N:10]=[CH:9][N:8]=[C:7]3[C:3]=2[N:4]=[CH:5][NH:6]3)[CH3:13])[CH:15]=1. The yield is 0.410.